From a dataset of Full USPTO retrosynthesis dataset with 1.9M reactions from patents (1976-2016). Predict the reactants needed to synthesize the given product. (1) Given the product [NH2:24][C:3]1[C:2]([Cl:1])=[C:7]([Cl:8])[N:6]=[CH:5][C:4]=1[C:9]([N:11]1[CH2:16][CH2:15][CH:14]([C:17]2[CH:18]=[CH:19][C:20]([F:23])=[CH:21][CH:22]=2)[CH2:13][CH2:12]1)=[O:10], predict the reactants needed to synthesize it. The reactants are: [Cl:1][C:2]1[C:3]([NH:24]CC2C=CC(OC)=CC=2)=[C:4]([C:9]([N:11]2[CH2:16][CH2:15][CH:14]([C:17]3[CH:22]=[CH:21][C:20]([F:23])=[CH:19][CH:18]=3)[CH2:13][CH2:12]2)=[O:10])[CH:5]=[N:6][C:7]=1[Cl:8].FC(F)(F)C(O)=O. (2) Given the product [C:11]1([C:1]2[CH:2]=[CH:3][CH:4]=[CH:5][CH:10]=2)[CH:16]=[CH:15][C:14]([NH:17][C:18]2[CH:19]=[CH:20][C:21]3[C:42]4[C:33](=[CH:32][CH:31]=[CH:44][CH:43]=4)[CH:34]=[CH:35][C:22]=3[CH:23]=2)=[CH:13][CH:12]=1, predict the reactants needed to synthesize it. The reactants are: [C:1]1([C:11]2[CH:16]=[CH:15][C:14]([NH:17][C:18]3[CH:23]=[CH:22][C:21](C4C=CC=CC=4)=[CH:20][CH:19]=3)=[CH:13][CH:12]=2)[C:10]2[C:5](=CC=CC=2)[CH:4]=[CH:3][CH:2]=1.N[C:31]1[CH:44]=[CH:43][C:42]2C3C(=CC=CC=3)[CH:35]=[CH:34][C:33]=2[CH:32]=1. (3) Given the product [C:1]([NH:5][C:6](=[O:53])[NH:7][C@@H:8]([C:49]([CH3:52])([CH3:51])[CH3:50])[C:9]([N:11]1[CH2:15][C@H:14]([O:16][C:17]2[C:26]3[C:21](=[CH:22][C:23]([O:27][CH3:28])=[CH:24][CH:25]=3)[N:20]=[C:19]([N:29]3[CH:33]=[CH:32][CH:31]=[N:30]3)[CH:18]=2)[CH2:13][C@H:12]1[C:34]([NH:36][C@@H:37]([CH2:46][CH2:47][CH3:48])[C:38](=[O:45])[C:39]([NH:41][CH:42]1[CH2:44][CH2:43]1)=[O:40])=[O:35])=[O:10])([CH3:3])([CH3:4])[CH3:2], predict the reactants needed to synthesize it. The reactants are: [C:1]([NH:5][C:6](=[O:53])[NH:7][C@@H:8]([C:49]([CH3:52])([CH3:51])[CH3:50])[C:9]([N:11]1[CH2:15][C@H:14]([O:16][C:17]2[C:26]3[C:21](=[CH:22][C:23]([O:27][CH3:28])=[CH:24][CH:25]=3)[N:20]=[C:19]([N:29]3[CH:33]=[CH:32][CH:31]=[N:30]3)[CH:18]=2)[CH2:13][C@H:12]1[C:34]([NH:36][C@@H:37]([CH2:46][CH2:47][CH3:48])[C@H:38]([OH:45])[C:39]([NH:41][CH:42]1[CH2:44][CH2:43]1)=[O:40])=[O:35])=[O:10])([CH3:4])([CH3:3])[CH3:2].CC(OI1(OC(C)=O)(OC(C)=O)OC(=O)C2C=CC=CC1=2)=O. (4) Given the product [CH2:20]([O:21][C:22](=[O:23])/[CH:24]=[CH:15]/[C:14]1[C:9]([NH:8][CH:3]2[CH2:7][CH2:6][CH2:5][CH2:4]2)=[N:10][C:11]([S:17][CH3:18])=[N:12][CH:13]=1)[CH3:19], predict the reactants needed to synthesize it. The reactants are: [H-].[Na+].[CH:3]1([NH:8][C:9]2[C:14]([CH:15]=O)=[CH:13][N:12]=[C:11]([S:17][CH3:18])[N:10]=2)[CH2:7][CH2:6][CH2:5][CH2:4]1.[CH3:19][CH2:20][O:21][C:22]([CH3:24])=[O:23]. (5) Given the product [CH:14]1([CH2:17][C:4]2([Cl:8])[CH:5]=[CH:6][CH:7]=[C:2]([Cl:1])[CH:3]2[CH2:9][C:10](=[N:12][OH:13])[NH2:11])[CH2:16][CH2:15]1, predict the reactants needed to synthesize it. The reactants are: [Cl:1][C:2]1[CH:7]=[CH:6][CH:5]=[C:4]([Cl:8])[C:3]=1[CH2:9][C:10](=[N:12][OH:13])[NH2:11].[CH:14]1([CH2:17]Br)[CH2:16][CH2:15]1.CC(C)([O-])C.[K+].P([O-])(O)(O)=O.[Na+]. (6) Given the product [OH:8][C:9]1[CH:14]=[CH:13][C:12]([CH2:15][CH2:16][C:17]([O:19][C:20]([CH3:21])([CH3:22])[CH3:23])=[O:18])=[C:11]([CH3:24])[C:10]=1[CH3:25], predict the reactants needed to synthesize it. The reactants are: C([O:8][C:9]1[CH:14]=[CH:13][C:12](/[CH:15]=[CH:16]/[C:17]([O:19][C:20]([CH3:23])([CH3:22])[CH3:21])=[O:18])=[C:11]([CH3:24])[C:10]=1[CH3:25])C1C=CC=CC=1.